From a dataset of Reaction yield outcomes from USPTO patents with 853,638 reactions. Predict the reaction yield, written as a fraction of the theoretical maximum amount of product (1.0 means a 100% yield; for example, 0.34 means a 34% yield). (1) The reactants are C([O-])(O)=O.[Na+].[NH:6]1[C:14]2[C:9](=[CH:10][CH:11]=[CH:12][CH:13]=2)[CH2:8][CH2:7]1.[C:15](Cl)(=[O:17])[CH3:16]. The catalyst is C(Cl)Cl. The product is [N:6]1([C:15](=[O:17])[CH3:16])[C:14]2[C:9](=[CH:10][CH:11]=[CH:12][CH:13]=2)[CH2:8][CH2:7]1. The yield is 1.00. (2) The reactants are [O:1]1[CH2:6][CH2:5][O:4][C:3]2[CH:7]=[C:8]([OH:11])[CH:9]=[CH:10][C:2]1=2.C([Mg]Cl)(C)C.[C:17]1([CH:23]([C:35]2[CH:40]=[CH:39][CH:38]=[CH:37][CH:36]=2)[N:24]2[C:32]3[C:27](=[N:28][CH:29]=[CH:30][CH:31]=3)[C:26](=[O:33])[C:25]2=[O:34])[CH:22]=[CH:21][CH:20]=[CH:19][CH:18]=1.[Cl-].[NH4+]. The catalyst is O1CCCC1.ClCCl. The product is [C:35]1([CH:23]([C:17]2[CH:22]=[CH:21][CH:20]=[CH:19][CH:18]=2)[N:24]2[C:32]3[C:27](=[N:28][CH:29]=[CH:30][CH:31]=3)[C:26]([OH:33])([C:9]3[C:8]([OH:11])=[CH:7][C:3]4[O:4][CH2:5][CH2:6][O:1][C:2]=4[CH:10]=3)[C:25]2=[O:34])[CH:36]=[CH:37][CH:38]=[CH:39][CH:40]=1. The yield is 0.790. (3) The reactants are [Br:1][CH2:2][C:3]1[C:4]([C:25]([F:28])([F:27])[F:26])=[C:5]([CH:8]=[CH:9][C:10]=1[N:11]=C(C1C=CC=CC=1)C1C=CC=CC=1)[C:6]#[N:7].Cl. The catalyst is C1COCC1. The product is [NH2:11][C:10]1[CH:9]=[CH:8][C:5]([C:6]#[N:7])=[C:4]([C:25]([F:27])([F:28])[F:26])[C:3]=1[CH2:2][Br:1]. The yield is 0.500. (4) The reactants are COCCOC.[C:7]([C:15]1[CH:20]=[CH:19][CH:18]=[CH:17][C:16]=1[S:21][CH2:22][CH:23]([CH2:26][CH3:27])[CH:24]=O)(=O)[C:8]1[CH:13]=[CH:12][CH:11]=[CH:10][CH:9]=1. The catalyst is [Zn].O. The product is [CH2:26]([CH:23]1[CH:24]=[C:7]([C:8]2[CH:13]=[CH:12][CH:11]=[CH:10][CH:9]=2)[C:15]2[CH:20]=[CH:19][CH:18]=[CH:17][C:16]=2[S:21][CH2:22]1)[CH3:27]. The yield is 0.770. (5) The reactants are F[C:2]1[CH:7]=[CH:6][CH:5]=[CH:4][C:3]=1[CH2:8][C:9](=[O:15])[C:10]([O:12][CH2:13][CH3:14])=[O:11].[F:16]C1C=C(C=CC=1)CBr.[Mg].C(OCC)(=O)C(OCC)=O. No catalyst specified. The product is [F:16][C:7]1[CH:2]=[C:3]([CH2:8][C:9](=[O:15])[C:10]([O:12][CH2:13][CH3:14])=[O:11])[CH:4]=[CH:5][CH:6]=1. The yield is 0.800. (6) The yield is 0.564. The catalyst is O. The product is [OH:7][CH:8]1[C:12]2[N:13]=[CH:14][N:15]=[C:16]([N:17]3[CH2:22][CH2:21][N:20]([C:23]([O:25][C:26]([CH3:29])([CH3:28])[CH3:27])=[O:24])[CH2:19][CH2:18]3)[C:11]=2[C@H:10]([CH3:30])[CH2:9]1. The reactants are O[Li].O.C([O:7][CH:8]1[C:12]2[N:13]=[CH:14][N:15]=[C:16]([N:17]3[CH2:22][CH2:21][N:20]([C:23]([O:25][C:26]([CH3:29])([CH3:28])[CH3:27])=[O:24])[CH2:19][CH2:18]3)[C:11]=2[C@H:10]([CH3:30])[CH2:9]1)(=O)C.C1COCC1.[NH4+].[Cl-].